This data is from Catalyst prediction with 721,799 reactions and 888 catalyst types from USPTO. The task is: Predict which catalyst facilitates the given reaction. Reactant: Br[C:2]1[CH:3]=[C:4]([C:24]([F:27])([F:26])[F:25])[N:5]2[CH2:22][CH2:21][N:20]([CH3:23])[C:7]3([CH2:12][CH2:11][N:10]([C:13]([O:15][C:16]([CH3:19])([CH3:18])[CH3:17])=[O:14])[CH2:9][CH2:8]3)[C:6]=12.[Li]CCCC.[Cl:33]C(Cl)(Cl)C(Cl)(Cl)Cl. Product: [Cl:33][C:2]1[CH:3]=[C:4]([C:24]([F:27])([F:26])[F:25])[N:5]2[CH2:22][CH2:21][N:20]([CH3:23])[C:7]3([CH2:12][CH2:11][N:10]([C:13]([O:15][C:16]([CH3:19])([CH3:18])[CH3:17])=[O:14])[CH2:9][CH2:8]3)[C:6]=12. The catalyst class is: 1.